From a dataset of Forward reaction prediction with 1.9M reactions from USPTO patents (1976-2016). Predict the product of the given reaction. (1) Given the reactants [Br:1]N1C(=O)CCC1=O.[Si:9]([O:16][C:17]1[CH:26]=[CH:25][CH:24]=[C:23]([CH3:27])[C:18]=1[C:19]([O:21][CH3:22])=[O:20])([C:12]([CH3:15])([CH3:14])[CH3:13])([CH3:11])[CH3:10], predict the reaction product. The product is: [Br:1][CH2:27][C:23]1[CH:24]=[CH:25][CH:26]=[C:17]([O:16][Si:9]([C:12]([CH3:15])([CH3:14])[CH3:13])([CH3:10])[CH3:11])[C:18]=1[C:19]([O:21][CH3:22])=[O:20]. (2) The product is: [Cl:1][C:2]1[CH:7]=[C:6]([Cl:8])[CH:5]=[CH:4][C:3]=1[C@@H:9]1[CH2:14][C@@H:13]([C:15]2[O:19][NH:18][C:17](=[O:20])[CH:16]=2)[CH2:12][CH2:11][NH:10]1. Given the reactants [Cl:1][C:2]1[CH:7]=[C:6]([Cl:8])[CH:5]=[CH:4][C:3]=1[C@@H:9]1[CH2:14][C@@H:13]([C:15]2[O:19][NH:18][C:17](=[O:20])[CH:16]=2)[CH2:12][CH2:11][N:10]1C(OC)=O.Br, predict the reaction product. (3) The product is: [CH3:2][O:3][C:4]1[CH:5]=[C:6]([C:12]2[C:13]([CH3:25])([CH3:24])[C:14](=[O:23])[N:15]([CH:17]3[CH2:22][CH2:21][N:20]([C:34]([C:33]4[CH:32]=[N:31][CH:30]=[CH:29][C:28]=4[C:27]([F:38])([F:26])[F:37])=[O:35])[CH2:19][CH2:18]3)[N:16]=2)[CH:7]=[CH:8][C:9]=1[O:10][CH3:11]. Given the reactants Cl.[CH3:2][O:3][C:4]1[CH:5]=[C:6]([C:12]2[C:13]([CH3:25])([CH3:24])[C:14](=[O:23])[N:15]([CH:17]3[CH2:22][CH2:21][NH:20][CH2:19][CH2:18]3)[N:16]=2)[CH:7]=[CH:8][C:9]=1[O:10][CH3:11].[F:26][C:27]([F:38])([F:37])[C:28]1[C:33]([C:34](O)=[O:35])=[CH:32][N:31]=[CH:30][CH:29]=1, predict the reaction product.